Dataset: Peptide-MHC class II binding affinity with 134,281 pairs from IEDB. Task: Regression. Given a peptide amino acid sequence and an MHC pseudo amino acid sequence, predict their binding affinity value. This is MHC class II binding data. (1) The peptide sequence is RLQRNIEHYLQGSEQ. The binding affinity (normalized) is 0.236. The MHC is DRB1_0101 with pseudo-sequence DRB1_0101. (2) The peptide sequence is ITAMSEVQKVSQPAT. The MHC is DRB1_0405 with pseudo-sequence DRB1_0405. The binding affinity (normalized) is 0.196.